This data is from Full USPTO retrosynthesis dataset with 1.9M reactions from patents (1976-2016). The task is: Predict the reactants needed to synthesize the given product. (1) Given the product [ClH:33].[O:22]=[C:20]1[C@@H:19]2[N:15]([CH2:16][CH2:17][CH2:18]2)[CH2:14][C:13]2[CH:23]=[C:9](/[CH:8]=[CH:7]/[C:6]([OH:24])=[O:5])[CH:10]=[N:11][C:12]=2[NH:21]1, predict the reactants needed to synthesize it. The reactants are: C([O:5][C:6](=[O:24])/[CH:7]=[CH:8]/[C:9]1[CH:10]=[N:11][C:12]2[NH:21][C:20](=[O:22])[C@@H:19]3[N:15]([CH2:16][CH2:17][CH2:18]3)[CH2:14][C:13]=2[CH:23]=1)(C)(C)C.C(O)(C(F)(F)F)=O.C(Cl)[Cl:33]. (2) Given the product [C:14]([C:7]1[C:8]([CH3:13])([CH3:12])[O:9][C:10]2[C:5]([C:6]=1[C:17]1[CH:22]=[CH:21][C:20]([F:23])=[CH:19][CH:18]=1)=[CH:4][CH:3]=[C:2]([NH:25][C:24](=[O:31])[O:26][C:27]([CH3:30])([CH3:29])[CH3:28])[CH:11]=2)(=[O:16])[CH3:15], predict the reactants needed to synthesize it. The reactants are: Cl[C:2]1[CH:11]=[C:10]2[C:5]([C:6]([C:17]3[CH:22]=[CH:21][C:20]([F:23])=[CH:19][CH:18]=3)=[C:7]([C:14](=[O:16])[CH3:15])[C:8]([CH3:13])([CH3:12])[O:9]2)=[CH:4][CH:3]=1.[C:24](=[O:31])([O:26][C:27]([CH3:30])([CH3:29])[CH3:28])[NH2:25]. (3) Given the product [N:8]1([C:4]2[CH:5]=[N:6][CH:7]=[C:2]([CH:3]=2)[CH:15]=[O:16])[CH2:13][CH2:12][O:11][CH2:10][CH2:9]1, predict the reactants needed to synthesize it. The reactants are: Br[C:2]1[CH:3]=[C:4]([N:8]2[CH2:13][CH2:12][O:11][CH2:10][CH2:9]2)[CH:5]=[N:6][CH:7]=1.C[CH2:15][O:16]CC.C([Li])CCC.CN(C=O)C. (4) Given the product [Br:1][C:2]1[C:7]([C:8]([O:10][CH3:16])=[O:9])=[CH:6][C:5]([Cl:11])=[N:4][CH:3]=1, predict the reactants needed to synthesize it. The reactants are: [Br:1][C:2]1[C:7]([C:8]([OH:10])=[O:9])=[CH:6][C:5]([Cl:11])=[N:4][CH:3]=1.S(Cl)(Cl)=O.[CH3:16]O.